Dataset: NCI-60 drug combinations with 297,098 pairs across 59 cell lines. Task: Regression. Given two drug SMILES strings and cell line genomic features, predict the synergy score measuring deviation from expected non-interaction effect. Drug 1: C1CCN(CC1)CCOC2=CC=C(C=C2)C(=O)C3=C(SC4=C3C=CC(=C4)O)C5=CC=C(C=C5)O. Drug 2: CS(=O)(=O)C1=CC(=C(C=C1)C(=O)NC2=CC(=C(C=C2)Cl)C3=CC=CC=N3)Cl. Cell line: MOLT-4. Synergy scores: CSS=12.6, Synergy_ZIP=6.76, Synergy_Bliss=15.6, Synergy_Loewe=8.95, Synergy_HSA=10.3.